From a dataset of Catalyst prediction with 721,799 reactions and 888 catalyst types from USPTO. Predict which catalyst facilitates the given reaction. (1) Reactant: C([O:3][C:4](=[O:20])[C:5]1[CH:17]=[C:16]([CH2:18][OH:19])[CH:15]=[C:7]([C:8]([N:10]([CH3:14])[CH2:11][CH2:12][CH3:13])=[O:9])[CH:6]=1)C.[OH-].[Na+]. Product: [OH:19][CH2:18][C:16]1[CH:15]=[C:7]([C:8]([N:10]([CH3:14])[CH2:11][CH2:12][CH3:13])=[O:9])[CH:6]=[C:5]([CH:17]=1)[C:4]([OH:20])=[O:3]. The catalyst class is: 1. (2) Reactant: [OH:1][C:2]1[C:3]2[N:4]([C:9]([C:13]([NH:15][CH2:16][C:17]([NH:22]C(=O)OC(C)(C)C)([CH3:21])[CH2:18][CH2:19][CH3:20])=[O:14])=[C:10]([CH3:12])[N:11]=2)[CH:5]=[C:6]([CH3:8])[CH:7]=1.[F:30][C:31]1[CH:32]=[C:33]([CH:36]=[CH:37][CH:38]=1)[CH2:34]Br.C(=O)([O-])[O-].[Cs+].[Cs+].[I-].[K+].Cl. Product: [NH2:22][C:17]([CH3:21])([CH2:18][CH2:19][CH3:20])[CH2:16][NH:15][C:13]([C:9]1[N:4]2[CH:5]=[C:6]([CH3:8])[CH:7]=[C:2]([O:1][CH2:34][C:33]3[CH:36]=[CH:37][CH:38]=[C:31]([F:30])[CH:32]=3)[C:3]2=[N:11][C:10]=1[CH3:12])=[O:14]. The catalyst class is: 369. (3) Reactant: [OH:1][C@@H:2]1[C:11]2[C:6](=[CH:7][C:8]([C:12]3[N:16]=[C:15]([C:17]4[O:21][N:20]=[C:19]([C:22]5[CH:27]=[CH:26][CH:25]=[CH:24][CH:23]=5)[C:18]=4[C:28]([F:31])([F:30])[F:29])[O:14][N:13]=3)=[CH:9][CH:10]=2)[O:5][CH2:4][C@@H:3]1[NH:32][C:33](=[O:39])[O:34][C:35]([CH3:38])([CH3:37])[CH3:36].[C:40]([OH:46])([C:42]([F:45])([F:44])[F:43])=[O:41]. Product: [C:35]([O:34][C:33](=[O:39])[NH:32][C@H:3]1[C@@H:2]([OH:1])[C:11]2[C:6](=[CH:7][C:8]([C:12]3[N:16]=[C:15]([C:17]4[O:21][N:20]=[C:19]([C:22]5[CH:23]=[CH:24][CH:25]=[CH:26][CH:27]=5)[C:18]=4[C:28]([F:29])([F:30])[F:31])[O:14][N:13]=3)=[CH:9][CH:10]=2)[O:5][CH2:4]1)([CH3:38])([CH3:36])[CH3:37].[C:40]([OH:46])([C:42]([F:45])([F:44])[F:43])=[O:41]. The catalyst class is: 2. (4) Reactant: [CH3:1][C:2]1[N:3]=[C:4]([C:12]2[CH:17]=[CH:16][CH:15]=[C:14]([C:18]([F:21])([F:20])[F:19])[CH:13]=2)[N:5]2[C:10]=1[CH:9]=[N:8][C:7]([NH2:11])=[N:6]2.I[C:23]1[CH:24]=[C:25]([CH:35]=[CH:36][CH:37]=1)[CH2:26][NH:27][C:28](=[O:34])[O:29][C:30]([CH3:33])([CH3:32])[CH3:31].C(P(C(C)(C)C)C1C=CC=CC=1C1C=CC=CC=1)(C)(C)C.CC([O-])(C)C.[Na+]. Product: [CH3:1][C:2]1[N:3]=[C:4]([C:12]2[CH:17]=[CH:16][CH:15]=[C:14]([C:18]([F:21])([F:19])[F:20])[CH:13]=2)[N:5]2[C:10]=1[CH:9]=[N:8][C:7]([NH:11][C:23]1[CH:24]=[C:25]([CH:35]=[CH:36][CH:37]=1)[CH2:26][NH:27][C:28](=[O:34])[O:29][C:30]([CH3:32])([CH3:33])[CH3:31])=[N:6]2. The catalyst class is: 62. (5) Reactant: [OH:1][C:2]1[CH:9]=[CH:8][C:5]([CH:6]=[O:7])=[C:4]([O:10][CH3:11])[CH:3]=1.[N:12]1[CH:17]=[CH:16][CH:15]=[CH:14][C:13]=1[CH2:18][CH2:19]O.C1(P(C2C=CC=CC=2)C2C=CC=CC=2)C=CC=CC=1.N(C(OCC)=O)=NC(OCC)=O. Product: [CH3:11][O:10][C:4]1[CH:3]=[C:2]([O:1][CH2:19][CH2:18][C:13]2[CH:14]=[CH:15][CH:16]=[CH:17][N:12]=2)[CH:9]=[CH:8][C:5]=1[CH:6]=[O:7]. The catalyst class is: 11. (6) Reactant: [Cl:1][C:2]1[C:3]([CH3:26])=[N:4][O:5][C:6]=1[N:7]([CH2:20][O:21][CH2:22][CH2:23][O:24][CH3:25])[S:8]([C:11]1[C:19]2[C:14](=[N:15][CH:16]=[CH:17][CH:18]=2)[S:13][CH:12]=1)(=[O:10])=[O:9].[Li]C(C)(C)C.[CH:32]1[C:37]([CH:38]=[O:39])=[CH:36][C:35]2[O:40][CH2:41][O:42][C:34]=2[CH:33]=1. Product: [Cl:1][C:2]1[C:3]([CH3:26])=[N:4][O:5][C:6]=1[N:7]([CH2:20][O:21][CH2:22][CH2:23][O:24][CH3:25])[S:8]([C:11]1[C:19]2[C:14](=[N:15][CH:16]=[CH:17][CH:18]=2)[S:13][C:12]=1[CH:38]([OH:39])[C:37]1[CH:32]=[CH:33][C:34]2[O:42][CH2:41][O:40][C:35]=2[CH:36]=1)(=[O:9])=[O:10]. The catalyst class is: 1. (7) Reactant: [CH3:1][O:2][C:3]1[CH:8]=[CH:7][C:6]([S:9]([CH2:12][C:13]2([C:16]([O:18][CH2:19][CH3:20])=[O:17])[CH2:15][O:14]2)(=[O:11])=[O:10])=[CH:5][CH:4]=1.B(F)(F)F.CC[O:27]CC.[C:30](#[N:37])[C:31]1[CH:36]=[CH:35][CH:34]=[CH:33][CH:32]=1.C(O)(=O)C(O)=O. Product: [OH:14][C:13]([CH2:12][S:9]([C:6]1[CH:7]=[CH:8][C:3]([O:2][CH3:1])=[CH:4][CH:5]=1)(=[O:11])=[O:10])([CH2:15][NH:37][C:30]([C:31]1[CH:36]=[CH:35][CH:34]=[CH:33][CH:32]=1)=[O:27])[C:16]([O:18][CH2:19][CH3:20])=[O:17]. The catalyst class is: 2.